From a dataset of Full USPTO retrosynthesis dataset with 1.9M reactions from patents (1976-2016). Predict the reactants needed to synthesize the given product. (1) Given the product [NH2:28][C:25]1[N:26]=[CH:27][C:22]([O:21][C:20]2[CH:19]=[C:18]([NH:17][C:9](=[O:10])[C:8]3[CH:12]=[CH:13][CH:14]=[C:6]([C:3]([C:1]#[N:2])([CH3:5])[CH3:4])[CH:7]=3)[CH:31]=[CH:30][CH:29]=2)=[CH:23][CH:24]=1, predict the reactants needed to synthesize it. The reactants are: [C:1]([C:3]([C:6]1[CH:7]=[C:8]([CH:12]=[CH:13][CH:14]=1)[C:9](Cl)=[O:10])([CH3:5])[CH3:4])#[N:2].Cl.Cl.[NH2:17][C:18]1[CH:19]=[C:20]([CH:29]=[CH:30][CH:31]=1)[O:21][C:22]1[CH:23]=[CH:24][C:25]([NH2:28])=[N:26][CH:27]=1.C(=O)([O-])O.[Na+]. (2) Given the product [CH2:1]([O:3][C:4]([C:6]1[C:10]([C:11]#[CH:12])=[CH:9][S:8][C:7]=1[NH2:13])=[O:5])[CH3:2], predict the reactants needed to synthesize it. The reactants are: [CH2:1]([O:3][C:4]([C:6]1[C:10]([C:11]#[CH:12])=[CH:9][S:8][C:7]=1[NH:13]C(OC(C)(C)C)=O)=[O:5])[CH3:2].N1C(C)=CC=CC=1C.FC(F)(F)S(O[Si](C(C)(C)C)(C)C)(=O)=O.[F-].C([N+](CCCC)(CCCC)CCCC)CCC.